This data is from Reaction yield outcomes from USPTO patents with 853,638 reactions. The task is: Predict the reaction yield, written as a fraction of the theoretical maximum amount of product (1.0 means a 100% yield; for example, 0.34 means a 34% yield). (1) The product is [S:1]1[CH:5]=[CH:4][CH:3]=[C:2]1[CH2:6][NH:7][C:8]([C:10]1[C:25]([Cl:26])=[C:13]2[CH:14]=[C:15]([C:19]3[CH:20]=[CH:21][CH:22]=[CH:23][CH:24]=3)[CH:16]=[C:17]([I:18])[N:12]2[N:11]=1)=[O:9]. The yield is 0.450. The catalyst is CN(C=O)C. The reactants are [S:1]1[CH:5]=[CH:4][CH:3]=[C:2]1[CH2:6][NH:7][C:8]([C:10]1[CH:25]=[C:13]2[CH:14]=[C:15]([C:19]3[CH:24]=[CH:23][CH:22]=[CH:21][CH:20]=3)[CH:16]=[C:17]([I:18])[N:12]2[N:11]=1)=[O:9].[Cl:26]N1C(=O)CCC1=O. (2) The reactants are [N:1]([CH2:4][CH2:5][N:6]1[C:10]2[CH:11]=[CH:12][C:13]([C:15]([OH:17])=O)=[CH:14][C:9]=2[N:8]=[CH:7]1)=[N+:2]=[N-:3].C1C=CC2N(O)N=NC=2C=1.CCN(C(C)C)C(C)C.[NH2:37][CH:38]1[CH:45]2[CH2:46][C:41]3([OH:48])[CH2:42][CH:43]([CH2:47][CH:39]1[CH2:40]3)[CH2:44]2.CCN=C=NCCCN(C)C.Cl. The catalyst is CN(C=O)C. The product is [OH:48][C:41]12[CH2:46][CH:45]3[CH2:44][CH:43]([CH2:47][CH:39]([CH:38]3[NH:37][C:15]([C:13]3[CH:12]=[CH:11][C:10]4[N:6]([CH2:5][CH2:4][N:1]=[N+:2]=[N-:3])[CH:7]=[N:8][C:9]=4[CH:14]=3)=[O:17])[CH2:40]1)[CH2:42]2. The yield is 0.935.